This data is from Reaction yield outcomes from USPTO patents with 853,638 reactions. The task is: Predict the reaction yield, written as a fraction of the theoretical maximum amount of product (1.0 means a 100% yield; for example, 0.34 means a 34% yield). (1) The reactants are [NH2:1][C@@H:2]1[CH2:11][C:10]2[N:9]=[CH:8][C:7]([NH:12][C:13](=[O:22])[C:14]3[C:19]([Cl:20])=[CH:18][CH:17]=[CH:16][C:15]=3[Cl:21])=[CH:6][C:5]=2[N:4]([S:23]([C:26]2[CH:27]=[C:28]([CH3:32])[CH:29]=[CH:30][CH:31]=2)(=[O:25])=[O:24])[CH2:3]1.[C:33](OC(=O)C)(=[O:35])[CH3:34]. The catalyst is O1CCCC1. The product is [C:33]([NH:1][C@@H:2]1[CH2:11][C:10]2[N:9]=[CH:8][C:7]([NH:12][C:13](=[O:22])[C:14]3[C:19]([Cl:20])=[CH:18][CH:17]=[CH:16][C:15]=3[Cl:21])=[CH:6][C:5]=2[N:4]([S:23]([C:26]2[CH:27]=[C:28]([CH3:32])[CH:29]=[CH:30][CH:31]=2)(=[O:24])=[O:25])[CH2:3]1)(=[O:35])[CH3:34]. The yield is 0.300. (2) The reactants are Cl[C:2]1[C:3]([C:10]2[CH:11]=[C:12]([NH:25][S:26]([CH2:29][CH3:30])(=[O:28])=[O:27])[CH:13]=[CH:14][C:15]=2[O:16][C:17]2[CH:22]=[CH:21][C:20]([F:23])=[CH:19][C:18]=2[F:24])=[CH:4][N:5]([CH3:9])[C:6](=[O:8])[CH:7]=1.[CH2:31]([N:38]1[CH:42]=[C:41](B2OC(C)(C)C(C)(C)O2)[CH:40]=[N:39]1)[C:32]1[CH:37]=[CH:36][CH:35]=[CH:34][CH:33]=1.C([O-])([O-])=O.[K+].[K+]. The catalyst is O.O1CCOCC1.C1C=CC(P(C2C=CC=CC=2)[C-]2C=CC=C2)=CC=1.C1C=CC(P(C2C=CC=CC=2)[C-]2C=CC=C2)=CC=1.Cl[Pd]Cl.[Fe+2]. The product is [CH2:31]([N:38]1[CH:42]=[C:41]([C:2]2[C:3]([C:10]3[CH:11]=[C:12]([NH:25][S:26]([CH2:29][CH3:30])(=[O:28])=[O:27])[CH:13]=[CH:14][C:15]=3[O:16][C:17]3[CH:22]=[CH:21][C:20]([F:23])=[CH:19][C:18]=3[F:24])=[CH:4][N:5]([CH3:9])[C:6](=[O:8])[CH:7]=2)[CH:40]=[N:39]1)[C:32]1[CH:37]=[CH:36][CH:35]=[CH:34][CH:33]=1. The yield is 0.470. (3) The reactants are [O:1]1[C:5]2[CH:6]=[CH:7][C:8]([C:10]3[S:11][CH:12]=[C:13]([C:15]([OH:17])=O)[N:14]=3)=[CH:9][C:4]=2[CH2:3][CH2:2]1.[CH3:18][C:19]1[NH:23][N:22]=[C:21]([NH2:24])[CH:20]=1.CN(C(ON1N=NC2C=CC=CC1=2)=[N+](C)C)C.F[P-](F)(F)(F)(F)F. The catalyst is N1C=CC=CC=1. The product is [O:1]1[C:5]2[CH:6]=[CH:7][C:8]([C:10]3[S:11][CH:12]=[C:13]([C:15]([NH:24][C:21]4[CH:20]=[C:19]([CH3:18])[NH:23][N:22]=4)=[O:17])[N:14]=3)=[CH:9][C:4]=2[CH2:3][CH2:2]1. The yield is 0.540. (4) The reactants are [Cl:1][C:2]1[C:7]([O:8][CH3:9])=[CH:6][C:5]([O:10][CH3:11])=[CH:4][C:3]=1[C:12]1[C:24](=[O:25])[N:23]([CH2:26][CH2:27][C:28]2[N:33]=[CH:32][C:31]([NH:34][C:35](=[O:41])[O:36][C:37]([CH3:40])([CH3:39])[CH3:38])=[CH:30][CH:29]=2)[C:15]2[N:16]=[C:17](S(C)=O)[N:18]=[CH:19][C:14]=2[CH:13]=1.[CH3:42][NH2:43].Cl.C(OCC)(=O)C. The catalyst is CS(C)=O. The product is [Cl:1][C:2]1[C:7]([O:8][CH3:9])=[CH:6][C:5]([O:10][CH3:11])=[CH:4][C:3]=1[C:12]1[C:24](=[O:25])[N:23]([CH2:26][CH2:27][C:28]2[N:33]=[CH:32][C:31]([NH:34][C:35](=[O:41])[O:36][C:37]([CH3:40])([CH3:39])[CH3:38])=[CH:30][CH:29]=2)[C:15]2[N:16]=[C:17]([NH:43][CH3:42])[N:18]=[CH:19][C:14]=2[CH:13]=1. The yield is 0.840.